This data is from TCR-epitope binding with 47,182 pairs between 192 epitopes and 23,139 TCRs. The task is: Binary Classification. Given a T-cell receptor sequence (or CDR3 region) and an epitope sequence, predict whether binding occurs between them. The epitope is FLLNKEMYL. The TCR CDR3 sequence is CASSLGVTSSTDTQYF. Result: 0 (the TCR does not bind to the epitope).